This data is from Catalyst prediction with 721,799 reactions and 888 catalyst types from USPTO. The task is: Predict which catalyst facilitates the given reaction. Reactant: [F:1][C:2]([F:19])([F:18])[CH:3]([C:5]1[CH:10]=[CH:9][CH:8]=[C:7]([CH:11]2[CH2:16][CH2:15][NH:14][CH2:13][CH2:12]2)[C:6]=1[F:17])[OH:4].C(=O)([O-])[O-].[K+].[K+].I[CH2:27][CH2:28][CH3:29]. Product: [F:19][C:2]([F:1])([F:18])[CH:3]([C:5]1[CH:10]=[CH:9][CH:8]=[C:7]([CH:11]2[CH2:12][CH2:13][N:14]([CH2:27][CH2:28][CH3:29])[CH2:15][CH2:16]2)[C:6]=1[F:17])[OH:4]. The catalyst class is: 10.